From a dataset of Peptide-MHC class I binding affinity with 185,985 pairs from IEDB/IMGT. Regression. Given a peptide amino acid sequence and an MHC pseudo amino acid sequence, predict their binding affinity value. This is MHC class I binding data. (1) The peptide sequence is AERGPGQML. The MHC is HLA-A26:01 with pseudo-sequence HLA-A26:01. The binding affinity (normalized) is 0.00412. (2) The peptide sequence is CFTSLVWAPLILA. The MHC is HLA-B27:05 with pseudo-sequence HLA-B27:05. The binding affinity (normalized) is 0. (3) The peptide sequence is CNYSKFWYL. The MHC is HLA-A02:06 with pseudo-sequence HLA-A02:06. The binding affinity (normalized) is 0.198.